This data is from Catalyst prediction with 721,799 reactions and 888 catalyst types from USPTO. The task is: Predict which catalyst facilitates the given reaction. (1) Reactant: [OH:1][C:2]([C:4]([F:7])([F:6])[F:5])=[O:3].[C:8]([NH:12][C:13]1[N:14]=[C:15]2[CH2:37][CH2:36][NH:35][CH2:34][C:16]2=[N:17][C:18]=1[N:19]1[CH2:24][CH2:23][CH:22]([O:25][C:26]2[CH:31]=[CH:30][C:29]([F:32])=[CH:28][C:27]=2[F:33])[CH2:21][CH2:20]1)([CH3:11])([CH3:10])[CH3:9].C(OC(=O)C)(=O)C.CCN(C(C)C)C(C)C. Product: [C:8]([NH:12][C:13]1[N:14]=[C:15]2[CH2:37][CH2:36][N:35]([C:2](=[O:1])[CH3:4])[CH2:34][C:16]2=[N:17][C:18]=1[N:19]1[CH2:20][CH2:21][CH:22]([O:25][C:26]2[CH:31]=[CH:30][C:29]([F:32])=[CH:28][C:27]=2[F:33])[CH2:23][CH2:24]1)([CH3:11])([CH3:9])[CH3:10].[C:2]([OH:3])([C:4]([F:7])([F:6])[F:5])=[O:1]. The catalyst class is: 59. (2) Reactant: [Br:1][C:2]1[CH:7]=[CH:6][C:5]([C:8]2[C:12]([N+:13]([O-:15])=[O:14])=[C:11]([C:16]([O:18]CC)=O)[O:10][N:9]=2)=[CH:4][CH:3]=1.[NH3:21]. Product: [Br:1][C:2]1[CH:7]=[CH:6][C:5]([C:8]2[C:12]([N+:13]([O-:15])=[O:14])=[C:11]([C:16]([NH2:21])=[O:18])[O:10][N:9]=2)=[CH:4][CH:3]=1. The catalyst class is: 5. (3) Reactant: Cl[C:2]1[C:7]([C:8]#[N:9])=[C:6]([CH3:10])[N:5]=[C:4]([S:11][CH3:12])[N:3]=1.C1(S([N:22]2[CH:26]=[C:25]([NH2:27])[CH:24]=[N:23]2)(=O)=O)C=CC=CC=1.CC1C=CC(S(O)(=O)=O)=CC=1. Product: [CH3:10][C:6]1[C:7]([C:8]#[N:9])=[C:2]([NH:27][C:25]2[CH:26]=[N:22][NH:23][CH:24]=2)[N:3]=[C:4]([S:11][CH3:12])[N:5]=1. The catalyst class is: 12. (4) Reactant: [CH:1]1([CH2:7][CH2:8][CH2:9][C@@H:10]([C:19]([NH:21][C@@H:22]([CH2:28][OH:29])[C:23]([O:25][CH2:26][CH3:27])=[O:24])=O)[CH2:11][C:12]([O:14][C:15]([CH3:18])([CH3:17])[CH3:16])=[O:13])[CH2:6][CH2:5][CH2:4][CH2:3][CH2:2]1.CC[N+](S(N=C(OC)[O-])(=O)=O)(CC)CC. Product: [C:15]([O:14][C:12](=[O:13])[CH2:11][C@H:10]([C:19]1[O:29][CH2:28][C@@H:22]([C:23]([O:25][CH2:26][CH3:27])=[O:24])[N:21]=1)[CH2:9][CH2:8][CH2:7][CH:1]1[CH2:2][CH2:3][CH2:4][CH2:5][CH2:6]1)([CH3:16])([CH3:18])[CH3:17]. The catalyst class is: 1.